Dataset: Catalyst prediction with 721,799 reactions and 888 catalyst types from USPTO. Task: Predict which catalyst facilitates the given reaction. (1) Reactant: [Br:1][C:2]1[CH:17]=[CH:16][C:5]([N:6]([CH3:15])[C:7](=[O:14])[C:8]2[CH:13]=[CH:12][CH:11]=[CH:10][CH:9]=2)=[C:4]([N+:18]([O-])=O)[CH:3]=1.S(S([O-])=O)([O-])=O.[Na+].[Na+].CO.C(=O)([O-])O.[Na+]. Product: [Br:1][C:2]1[CH:17]=[CH:16][C:5]([N:6]([CH3:15])[C:7](=[O:14])[C:8]2[CH:13]=[CH:12][CH:11]=[CH:10][CH:9]=2)=[C:4]([NH2:18])[CH:3]=1. The catalyst class is: 253. (2) Reactant: CO.C[O:4][C:5]([C:7]1[C:11]2[CH:12]=[CH:13][CH:14]=[CH:15][C:10]=2[S:9][CH:8]=1)=[O:6].[OH-].[Li+].Cl. Product: [S:9]1[C:10]2[CH:15]=[CH:14][CH:13]=[CH:12][C:11]=2[C:7]([C:5]([OH:6])=[O:4])=[CH:8]1. The catalyst class is: 132. (3) Reactant: [C:1]1([S-:7])[CH:6]=[CH:5][CH:4]=[CH:3][CH:2]=1.[Na+].Br[C:10]1[S:11][CH:12]=[CH:13][N:14]=1.CC1(C)C2C(=C(P(C3C=CC=CC=3)C3C=CC=CC=3)C=CC=2)OC2C(P(C3C=CC=CC=3)C3C=CC=CC=3)=CC=CC1=2. Product: [C:1]1([S:7][C:10]2[S:11][CH:12]=[CH:13][N:14]=2)[CH:6]=[CH:5][CH:4]=[CH:3][CH:2]=1. The catalyst class is: 101. (4) Product: [F:75][C:69]1[C:70]([F:74])=[CH:71][CH:72]=[CH:73][C:68]=1[CH2:67][S:66][C:61]1[N:60]=[C:59]([O:58][C@@H:56]([CH3:57])[C:55]([O:54][CH2:52][CH3:53])=[O:76])[CH:64]=[C:63]([NH:10][S:7]([C:5]2[N:4]=[C:3]([CH3:11])[N:2]([CH3:1])[CH:6]=2)(=[O:9])=[O:8])[N:62]=1. Reactant: [CH3:1][N:2]1[CH:6]=[C:5]([S:7]([NH2:10])(=[O:9])=[O:8])[N:4]=[C:3]1[CH3:11].C1(P(C2CCCCC2)C2C=CC=CC=2C2C(C(C)C)=CC(C(C)C)=CC=2C(C)C)CCCCC1.C(=O)([O-])[O-].[Cs+].[Cs+].[CH2:52]([O:54][C:55](=[O:76])[C@H:56]([O:58][C:59]1[CH:64]=[C:63](Cl)[N:62]=[C:61]([S:66][CH2:67][C:68]2[CH:73]=[CH:72][CH:71]=[C:70]([F:74])[C:69]=2[F:75])[N:60]=1)[CH3:57])[CH3:53]. The catalyst class is: 102. (5) Reactant: F[C:2]1[CH:7]=[CH:6][CH:5]=[CH:4][C:3]=1[S:8]([NH:11][C:12]1[C:21]([C:22]([OH:24])=[O:23])=[C:20]2[C:15]([CH:16]3[CH2:25][CH:17]3[CH2:18][O:19]2)=[CH:14][CH:13]=1)(=[O:10])=[O:9].[CH2:26]([N:28]1[CH2:32][CH2:31][C@@H:30]([NH2:33])[CH2:29]1)[CH3:27]. Product: [CH2:26]([N:28]1[CH2:32][CH2:31][C@H:30]([NH:33][C:2]2[CH:7]=[CH:6][CH:5]=[CH:4][C:3]=2[S:8]([NH:11][C:12]2[C:21]([C:22]([OH:24])=[O:23])=[C:20]3[C:15]([CH:16]4[CH2:25][CH:17]4[CH2:18][O:19]3)=[CH:14][CH:13]=2)(=[O:10])=[O:9])[CH2:29]1)[CH3:27]. The catalyst class is: 376. (6) Reactant: [C:1]([C:3]1[CH:4]=[C:5]([CH:18]=[C:19]([C:23]([F:26])([F:25])[F:24])[C:20]=1[O:21]C)[C:6]([N:8]1[C:12]2[CH:13]=[CH:14][CH:15]=[CH:16][C:11]=2[S:10](=[O:17])[CH2:9]1)=[O:7])#[N:2].[Cl-].[Li+].Cl. Product: [C:1]([C:3]1[CH:4]=[C:5]([CH:18]=[C:19]([C:23]([F:26])([F:24])[F:25])[C:20]=1[OH:21])[C:6]([N:8]1[C:12]2[CH:13]=[CH:14][CH:15]=[CH:16][C:11]=2[S:10](=[O:17])[CH2:9]1)=[O:7])#[N:2]. The catalyst class is: 9.